Dataset: Forward reaction prediction with 1.9M reactions from USPTO patents (1976-2016). Task: Predict the product of the given reaction. Given the reactants [Br:1][C:2]1[CH:3]=[CH:4][C:5](I)=[N:6][CH:7]=1.[CH3:9][O:10][C:11]1[CH:16]=[CH:15][C:14](B(O)O)=[CH:13][CH:12]=1.C([O-])([O-])=O.[Na+].[Na+].O, predict the reaction product. The product is: [Br:1][C:2]1[CH:3]=[CH:4][C:5]([C:14]2[CH:15]=[CH:16][C:11]([O:10][CH3:9])=[CH:12][CH:13]=2)=[N:6][CH:7]=1.